This data is from Human Reference Interactome with 51,813 positive PPI pairs across 8,248 proteins, plus equal number of experimentally-validated negative pairs. The task is: Binary Classification. Given two protein amino acid sequences, predict whether they physically interact or not. (1) Protein 1 (ENSG00000167193) has sequence MAGNFDSEERSSWYWGRLSRQEAVALLQGQRHGVFLVRDSSTSPGDYVLSVSENSRVSHYIINSSGPRPPVPPSPAQPPPGVSPSRLRIGDQEFDSLPALLEFYKIHYLDTTTLIEPVSRSRQGSGVILRQEEAEYVRALFDFNGNDEEDLPFKKGDILRIRDKPEEQWWNAEDSEGKRGMIPVPYVEKYRPASASVSALIGGNQEGSHPQPLGGPEPGPYAQPSVNTPLPNLQNGPIYARVIQKRVPNAYDKTALALEVGELVKVTKINVSGQWEGECNGKRGHFPFTHVRLLDQQNPD.... Protein 2 (ENSG00000100307) has sequence MELSAIGEQVFAVESIRKKRVRKGKVEYLVKWKGWPPKYSTWEPEEHILDPRLVMAYEEKEERDRASGYRKRGPKPKRLLLQRLYSMDLRSSHKAKGKEKLCFSLTCPLGSGSPEGVVKAGAPELVDKGPLVPTLPFPLRKPRKAHKYLRLSRKKFPPRGPNLESHSHRRELFLQEPPAPDVLQAAGEWEPAAQPPEEEADADLAEGPPPWTPALPSSEVTVTDITANSITVTFREAQAAEGFFRDRSGKF*MELSAIGEQVFAVESIRKKRVRKGKVEYLVKWKGWPPKYSTWEPEEHI.... Result: 0 (the proteins do not interact). (2) Protein 1 (ENSG00000125877) has sequence MAASLVGKKIVFVTGNAKKLEEVQGPVLVEDTCLCFNALGGLPGPYIKWFLEKLKPEGLHQLLAGFEDKSAYALCTFALSTGDPSQPVRLFRGRTSGRIVAPRGCQDFGWDPCFQPDGYEQTYAEMPKAEKNAVSHRFRALLELQEYFGSLAA*MAASLVGKKIVFVTGNAKKLEEVVQILGDKFPCTLVAQKIDLPEYQGEPDEISIQKCQEAVRQVQGPVLVEDTCLCFNALGGLPGPYIKWFLEKLKPEGLHQLLAGFEDKSAYALCTFALSTGDPSQPVRLFRGRTSGRIVAPRGC.... Protein 2 (ENSG00000204176) has sequence DEHFIFQVSSKTITQRVLKFSVYHVDRQRKHQLLGQVLFPLKNETLVGDCRRVIWRDLEAESLEPPSEFGDLQFCLSYNDYLSRLTVVVLRAKGLRLQEDRGIVSVFVKVSLMNHNKFVKCKKTSAVLGSINPVYNETFSFKADATELDTASLSLTVVQNMEGDKQATTVELFLFHLTSG*MGVVLSPHPAPSRREPLAPLAPGTRPGWSPAVSGSSRSALRPSTAGPGPGPGTGWGGTAASGRWVPAPAVHCAAPRAAAGHQQHHGPPLCSPDGAPRRFKRRPGSPAPAAQTGETSLRE.... Result: 0 (the proteins do not interact). (3) Protein 1 (ENSG00000185046) has sequence SIWRGPNVNCTDSSGYTALHHAALNGHKDIVLKLLQYEASTNVADNKGYFPIHLAAWKGDVEIVKILIHHGPSHSRVNEQNNENETALHCAAQYGHSEVVAVLLEELTDPTIRNSKLETPLDLAALYGRLRVVKMIISAHPNLMSCNTRKHTPLHLAARNGHKAVVQVLLEAGMDVSCQTEKGSALHEAALFGKVDVVRVLLETGIDANIKDSLGRTVLDILKEHPSQKSLQIATLLQEYLEGVGRSTVLEEPVQEDATQETHISSPVESPSQKTKSETVTGELSKLLDEIKLCQEKDYS.... Protein 2 (ENSG00000196497) has sequence MESAGLEQLLRELLLPDTERIRRATEQLQIVLRAPAALPALCDLLASAADPQIRQFAAVLTRRRLNTRWRRLAAEQRESLKSLILTALQRETEHCVSLSLAQLSATIFRKEGLEAWPQLLQLLQHSTHSPHSPEREMGLLLLSVVVTSRPEAFQPHHRELLRLLNETLGEVGSPGLLFYSLRTLTTMAPYLSTEDVPLARMLVPKLIMAMQTLIPIDEAKACEALEALDELLESEVPVITPYLSEVLTFCLEVARNVALGNAIRIRILCCLTFLVKVKSKALLKNRLLPPLLHTLFPIVA.... Result: 0 (the proteins do not interact). (4) Protein 1 (ENSG00000140718) has sequence EQRNEILTAILASLTARQNLRREWHARAERSVGASHELPEHYLLIRSQNVGHTGKRMMLRCLCRLTSQTSFQNSEVSFWKQNPRRSTSLRRRRKRDRLFSSNVVMGLSKSSGDFSWPLDCSTRVPIQNS*MAQLEALWKKMEGVTNAVLHEVKREGLPVEQRNEILTAILASLTARQNLRREWHARCQSRIARTLPADQKPECRPYWEKDDASMPLPFDLTDIVSELRGQLLEAKP*MEWRKVSECNSVEPCREVKKWPYRCIHHGKNFSRMTNAVLHEVKREGLPVEQRNEILTAILAS.... Protein 2 (ENSG00000172554) has sequence MGTEGPPPPAASRGRQGCLLVPARTKTTIALLYDEESENAYDIRLKLTKEVLTIQKQDVVCVGGSHQGRNRRTVTLRRQPVGGLGLSIKGGSEHNVPVVISKIFEDQAADQTGMLFVGDAVLQVNGIHVENATHEEVVHLLRNAGDEVTITVEYLREAPAFLKLPLGSPGPSSDHSSGASSPLFDSGLHLNGNSSTTAPSSPSSPIAKDPRYEKRWLDTLSVPLSMARISRYKAGTEKLRWNAFEVLALDGVSSGILRFYTAQDGTDWLRAVSANIRELTLQNMKMANKCCSPSDQVVHM.... Result: 0 (the proteins do not interact). (5) Protein 1 (ENSG00000099625) has sequence MATAATTTTTTTATVALTTSWDNATGRPTAEPDPILDNYVLLVVVMSLFVGGTLVVLSGVLLLCKRCWDVHQRLNRAMEEAEKTTTTYLDNGTHPAQDPDFRGEDPECQDAETERFLSTSSTGRRVSFNEAALFEQSRKTQDKGRQGGWQSTAAGASGMGGGRALMARCCRRYTLTEGDFHHLKNARLTHLHLPPLKIVTIHECDSGEASSATTPHPATSPKATLAIFQPPGKALTGRSVGPSSALPGDPYNSAAGATDFAEISPSASSDSGEGTSLDAGTRSTKAGGPGAAAGPGEAGP.... Protein 2 (ENSG00000177485) has sequence MESRKLISATDIQYSGSLLNSLNEQRGHGLFCDVTVIVEDRKFRAHKNILSASSTYFHQLFSVAGQVVELSFIRAEIFAEILNYIYSSKIVRVRSDLLDELIKSGQLLGVKFIAELGVPLSQVKSISGTAQDGNTEPLPPDSGDKNLVIQKSKDEAQDNGATIMPIITESFSLSAEDYEMKKIIVTDSDDDDDDVIFCSEILPTKETLPSNNTVAQVQSNPGPVAISDVAPSASNNSPPLTNITPTQKLPTPVNQATLSQTQGSEKLLVSSAPTHLTPNIILLNQTPLSTPPNVSSSLPN.... Result: 0 (the proteins do not interact). (6) Protein 1 (ENSG00000132612) has sequence MTTSTLQKAIDLVTKATEEDKAKNYEEALRLYQHAVEYFLHAIKYEAHSDKAKESIRAKCVQYLDRAEKLKDYLRSKEKHGKKPVKENQSEGKGSDSDSEGDNPEKKKLQEQLMGAVVMEKPNIRWNDVAGLEGAKEALKEAVILPIKFPHLFTGKRTPWRGILLFGPPGTGKSYLAKAVATEANNSTFFSVSSSDLMSKWLGESEKLVKNLFELARQHKPSIIFIDEVDSLCGSRNENESEAARRIKTEFLVQMQGVGNNNDGTLVLGATNIPWVLDSAIRRRFEKRIYIPLPEEAARA.... Protein 2 (ENSG00000167113) has sequence MATLLRPVLRRLCGLPGLQRPAAEMPLRARSDGAGPLYSHHLPTSPLQKGLLAAGSAAMALYNPYRHDMVAVLGETTGHRTLKVLRDQMRRDPEGAQILQERPRISTSTLDLGKLQSLPEGSLGREYLRFLDVNRVSPDTRAPTRFVDDEELAYVIQRYREVHDMLHTLLGMPTNILGEIVVKWFEAVQTGLPMCILGAFFGPIRLGAQSLQVLVSELIPWAVQNGRRAPCVLNLYYERRWEQSLRALREELGITAPPMHVQGLA*MATLLRPVLRRLCGLPGLQRPAAEMPLRARSDGA.... Result: 0 (the proteins do not interact).